Task: Predict the product of the given reaction.. Dataset: Forward reaction prediction with 1.9M reactions from USPTO patents (1976-2016) Given the reactants [CH:1]1([NH:4][C:5]2[C:14]3[C:9](=[CH:10][C:11]([NH:15][CH2:16][C:17]4[CH:18]=[C:19]([S:23]([CH3:31])(=[N:25]C(OCC)=O)=[O:24])[CH:20]=[CH:21][CH:22]=4)=[CH:12][CH:13]=3)[N:8]=[CH:7][N:6]=2)[CH2:3][CH2:2]1.CCCCCC.C(OCC)(=O)C.C(OCC)(=O)C.ClCCl.CO, predict the reaction product. The product is: [CH:1]1([NH:4][C:5]2[C:14]3[C:9](=[CH:10][C:11]([NH:15][CH2:16][C:17]4[CH:18]=[C:19]([S:23]([CH3:31])(=[NH:25])=[O:24])[CH:20]=[CH:21][CH:22]=4)=[CH:12][CH:13]=3)[N:8]=[CH:7][N:6]=2)[CH2:2][CH2:3]1.